Binary Classification. Given a drug SMILES string, predict its activity (active/inactive) in a high-throughput screening assay against a specified biological target. From a dataset of HIV replication inhibition screening data with 41,000+ compounds from the AIDS Antiviral Screen. (1) The drug is CC(=O)Nc1cc(N=Nc2ccc(NC(=O)c3ccc(N)cc3)cc2C)c(S(=O)(=O)O)cc1N=Nc1ccc(N=Nc2ccc(S(=O)(=O)O)cc2)cc1. The result is 1 (active). (2) The molecule is ON=C1CC(c2ccccc2)Oc2ccccc21. The result is 0 (inactive).